Task: Regression. Given a peptide amino acid sequence and an MHC pseudo amino acid sequence, predict their binding affinity value. This is MHC class II binding data.. Dataset: Peptide-MHC class II binding affinity with 134,281 pairs from IEDB The peptide sequence is LSYRSLQPETFAVVD. The MHC is HLA-DQA10104-DQB10503 with pseudo-sequence HLA-DQA10104-DQB10503. The binding affinity (normalized) is 0.311.